From a dataset of Catalyst prediction with 721,799 reactions and 888 catalyst types from USPTO. Predict which catalyst facilitates the given reaction. Reactant: [N+:1]([C:4]1[C:5]([N:13]2[CH2:18][CH2:17][CH2:16][C@H:15]([NH:19][C:20](=[O:26])[O:21][C:22]([CH3:25])([CH3:24])[CH3:23])[CH2:14]2)=[C:6]2[CH2:12][CH2:11][O:10][C:7]2=[N:8][CH:9]=1)([O-])=O. Product: [NH2:1][C:4]1[C:5]([N:13]2[CH2:18][CH2:17][CH2:16][C@H:15]([NH:19][C:20](=[O:26])[O:21][C:22]([CH3:24])([CH3:23])[CH3:25])[CH2:14]2)=[C:6]2[CH2:12][CH2:11][O:10][C:7]2=[N:8][CH:9]=1. The catalyst class is: 19.